This data is from Forward reaction prediction with 1.9M reactions from USPTO patents (1976-2016). The task is: Predict the product of the given reaction. (1) Given the reactants [Cl:1][C:2]1[CH:11]=[CH:10][CH:9]=[C:8]2[C:3]=1[C:4](=[O:29])[N:5]([C:23]1[CH:28]=[CH:27][CH:26]=[CH:25][CH:24]=1)[C:6]([C@@H:12]([NH:15]C(=O)OC(C)(C)C)[CH2:13][CH3:14])=[N:7]2.Cl.CCOC(C)=O, predict the reaction product. The product is: [NH2:15][C@H:12]([C:6]1[N:5]([C:23]2[CH:24]=[CH:25][CH:26]=[CH:27][CH:28]=2)[C:4](=[O:29])[C:3]2[C:8](=[CH:9][CH:10]=[CH:11][C:2]=2[Cl:1])[N:7]=1)[CH2:13][CH3:14]. (2) The product is: [CH3:1][C:2]1[CH:7]=[CH:6][C:5]([S:8]([O:11][CH2:12][CH:13]2[CH2:17][C:16]3[CH:18]=[CH:19][CH:20]=[C:21]([C:25]4[CH:26]=[CH:27][CH:28]=[CH:29][C:24]=4[CH3:23])[C:15]=3[O:14]2)(=[O:10])=[O:9])=[CH:4][CH:3]=1. Given the reactants [CH3:1][C:2]1[CH:7]=[CH:6][C:5]([S:8]([O:11][CH2:12][CH:13]2[CH2:17][C:16]3[CH:18]=[CH:19][CH:20]=[C:21](Br)[C:15]=3[O:14]2)(=[O:10])=[O:9])=[CH:4][CH:3]=1.[CH3:23][C:24]1[CH:29]=[CH:28][CH:27]=[CH:26][C:25]=1B(O)O.C(=O)([O-])[O-].[K+].[K+], predict the reaction product. (3) Given the reactants Cl[C:2]1[CH:7]=[CH:6][CH:5]=[C:4]([F:8])[C:3]=1[CH2:9][C:10](=O)[CH2:11]C(OCC)=O.[ClH:18].[NH2:19][C:20]1[NH:21][CH:22]=[CH:23][N:24]=1.[CH2:25]1CN2C(=NCCC2)C1.Cl.[OH2:35], predict the reaction product. The product is: [OH:35][C:25]1[N:21]2[CH:22]=[CH:23][N:24]=[C:20]2[N:19]=[C:10]([CH3:11])[C:9]=1[C:3]1[C:4]([F:8])=[CH:5][CH:6]=[CH:7][C:2]=1[Cl:18]. (4) Given the reactants [Cl:1][C:2]1[CH:7]=[CH:6][CH:5]=[C:4]([Cl:8])[C:3]=1[CH2:9][S:10]([C:13]1[CH:14]=[C:15]2[C:19](=[CH:20][CH:21]=1)[NH:18][C:17](=[O:22])/[C:16]/2=[CH:23]\[C:24]1[NH:28][C:27]([CH3:29])=[C:26]([C:30]([OH:32])=O)[C:25]=1[CH3:33])(=[O:12])=[O:11].[NH2:34][CH2:35][CH:36]([OH:43])[CH2:37][N:38]1[CH2:42][CH2:41][CH2:40][CH2:39]1, predict the reaction product. The product is: [OH:43][CH:36]([CH2:37][N:38]1[CH2:42][CH2:41][CH2:40][CH2:39]1)[CH2:35][NH:34][C:30]([C:26]1[C:25]([CH3:33])=[C:24](/[CH:23]=[C:16]2\[C:17](=[O:22])[NH:18][C:19]3[C:15]\2=[CH:14][C:13]([S:10]([CH2:9][C:3]2[C:2]([Cl:1])=[CH:7][CH:6]=[CH:5][C:4]=2[Cl:8])(=[O:11])=[O:12])=[CH:21][CH:20]=3)[NH:28][C:27]=1[CH3:29])=[O:32]. (5) Given the reactants [N:1]1([C:7]2[CH:12]=[CH:11][C:10]([NH:13][C:14]([C:16]3[CH:17]=[C:18]([C:22]4[CH:27]=[CH:26][C:25]([NH2:28])=[CH:24][C:23]=4[CH3:29])[CH:19]=[CH:20][CH:21]=3)=[O:15])=[CH:9][CH:8]=2)[CH2:6][CH2:5][O:4][CH2:3][CH2:2]1.C(N(CC)CC)C.[O:37]1[CH:41]=[CH:40][CH:39]=[C:38]1[C:42](Cl)=[O:43], predict the reaction product. The product is: [CH3:29][C:23]1[CH:24]=[C:25]([NH:28][C:42]([C:38]2[O:37][CH:41]=[CH:40][CH:39]=2)=[O:43])[CH:26]=[CH:27][C:22]=1[C:18]1[CH:19]=[CH:20][CH:21]=[C:16]([C:14](=[O:15])[NH:13][C:10]2[CH:9]=[CH:8][C:7]([N:1]3[CH2:6][CH2:5][O:4][CH2:3][CH2:2]3)=[CH:12][CH:11]=2)[CH:17]=1. (6) Given the reactants [C:1]([N:6]1[CH:10]2[CH2:11][CH2:12][CH:7]1[CH:8]([C:13]([O:15]CC)=[O:14])[CH2:9]2)([O:3][CH2:4]C)=[O:2].C1COCC1.[Li+].[OH-], predict the reaction product. The product is: [C:1]([N:6]1[CH:10]2[CH2:11][CH2:12][CH:7]1[CH:8]([C:13]([OH:15])=[O:14])[CH2:9]2)([O:3][CH3:4])=[O:2]. (7) Given the reactants [CH3:1][O:2][C:3](=[O:18])[CH:4]([C:11]1[CH:16]=[CH:15][C:14](I)=[CH:13][CH:12]=1)[CH2:5][CH:6]1[CH2:10][CH2:9][CH2:8][CH2:7]1.[CH2:19]([OH:22])[C:20]#[CH:21], predict the reaction product. The product is: [CH3:1][O:2][C:3](=[O:18])[CH:4]([C:11]1[CH:16]=[CH:15][C:14]([C:21]#[C:20][CH2:19][OH:22])=[CH:13][CH:12]=1)[CH2:5][CH:6]1[CH2:10][CH2:9][CH2:8][CH2:7]1. (8) The product is: [Cl:1][C:2]1[CH:3]=[CH:4][C:5]([S:8]([C:11]2([C:18]3[CH:23]=[C:22]([F:24])[CH:21]=[CH:20][C:19]=3[F:25])[CH2:16][CH2:15][C:14](=[O:17])[CH:13]([CH2:41][O:40][CH2:39][CH2:38][Si:37]([CH3:44])([CH3:43])[CH3:36])[CH2:12]2)(=[O:9])=[O:10])=[CH:6][CH:7]=1. Given the reactants [Cl:1][C:2]1[CH:7]=[CH:6][C:5]([S:8]([C:11]2([C:18]3[CH:23]=[C:22]([F:24])[CH:21]=[CH:20][C:19]=3[F:25])[CH2:16][CH2:15][C:14](=[O:17])[CH2:13][CH2:12]2)(=[O:10])=[O:9])=[CH:4][CH:3]=1.C[Si](C)(C)[N-][Si](C)(C)C.[Li+].[CH3:36][Si:37]([CH3:44])([CH3:43])[CH2:38][CH2:39][O:40][CH2:41]Cl, predict the reaction product.